From a dataset of Full USPTO retrosynthesis dataset with 1.9M reactions from patents (1976-2016). Predict the reactants needed to synthesize the given product. (1) Given the product [F:24][C:25]1[CH:33]=[C:32]2[C:28]([C:29]([C:34]3[CH:35]=[CH:36][C:37]([NH:40][C:41]([C@@H:43]4[CH2:47][CH2:46][CH2:45][NH:44]4)=[O:42])=[N:38][CH:39]=3)=[CH:30][NH:31]2)=[CH:27][CH:26]=1, predict the reactants needed to synthesize it. The reactants are: FC1C=C2C(C(C3C=CC(N4CCC(N)CC4)=NC=3)=CN2)=CC=1.[F:24][C:25]1[CH:33]=[C:32]2[C:28]([C:29]([C:34]3[CH:35]=[CH:36][C:37]([NH:40][C:41]([C@@H:43]4[CH2:47][CH2:46][CH2:45][N:44]4C(OC(C)(C)C)=O)=[O:42])=[N:38][CH:39]=3)=[CH:30][NH:31]2)=[CH:27][CH:26]=1. (2) Given the product [CH2:1]([O:3][C:4](=[O:26])[N:5]([C:14]1[CH:19]=[C:18]([C:20]2[O:21][CH:38]=[N:37][CH:36]=2)[N:17]=[C:16]([NH2:22])[C:15]=1[N+:23]([O-:25])=[O:24])[CH2:6][C:7]1[CH:8]=[N:9][C:10]([CH3:13])=[CH:11][CH:12]=1)[CH3:2], predict the reactants needed to synthesize it. The reactants are: [CH2:1]([O:3][C:4](=[O:26])[N:5]([C:14]1[CH:19]=[C:18]([CH:20]=[O:21])[N:17]=[C:16]([NH2:22])[C:15]=1[N+:23]([O-:25])=[O:24])[CH2:6][C:7]1[CH:8]=[N:9][C:10]([CH3:13])=[CH:11][CH:12]=1)[CH3:2].C1(C)C=CC(S([CH2:36][N+:37]#[C-:38])(=O)=O)=CC=1.C(=O)([O-])[O-].[K+].[K+]. (3) The reactants are: [Br:1][C:2]1[CH:7]=[CH:6][C:5]([NH:8][S:9]([CH3:11])=[O:10])=[CH:4][CH:3]=1.[CH3:12][NH:13][CH2:14][CH3:15]. Given the product [Br:1][C:2]1[CH:7]=[CH:6][C:5]([N:8]=[S:9]([CH3:11])([N:13]([CH2:14][CH3:15])[CH3:12])=[O:10])=[CH:4][CH:3]=1, predict the reactants needed to synthesize it.